Task: Predict which catalyst facilitates the given reaction.. Dataset: Catalyst prediction with 721,799 reactions and 888 catalyst types from USPTO Reactant: [NH2:1][C:2]1[CH:3]=[CH:4][C:5]([CH3:26])=[C:6]([C:8]([C:10]2[CH:15]=[CH:14][C:13]([NH:16][C:17]3[CH:22]=[CH:21][C:20]([F:23])=[CH:19][C:18]=3[F:24])=[CH:12][C:11]=2[Cl:25])=[O:9])[CH:7]=1.C([O-])([O-])=O.[K+].[K+].Cl[C:34]([O:36][CH2:37][CH3:38])=[O:35]. Product: [CH2:37]([O:36][C:34](=[O:35])[NH:1][C:2]1[CH:3]=[CH:4][C:5]([CH3:26])=[C:6]([C:8](=[O:9])[C:10]2[CH:15]=[CH:14][C:13]([NH:16][C:17]3[CH:22]=[CH:21][C:20]([F:23])=[CH:19][C:18]=3[F:24])=[CH:12][C:11]=2[Cl:25])[CH:7]=1)[CH3:38]. The catalyst class is: 2.